From a dataset of Forward reaction prediction with 1.9M reactions from USPTO patents (1976-2016). Predict the product of the given reaction. Given the reactants N1C=CC=CC=1.[CH3:7][S:8](Cl)(=[O:10])=[O:9].O.[Cl-].[Na+].[NH2:15][C:16]1[CH:17]=[C:18]([C:33]([O:35][CH3:36])=[O:34])[C:19]2[CH2:20][N:21]([CH:26]([CH2:30][CH2:31][CH3:32])[CH2:27][CH2:28][CH3:29])[C:22](=[O:25])[C:23]=2[CH:24]=1, predict the reaction product. The product is: [CH3:7][S:8]([NH:15][C:16]1[CH:17]=[C:18]([C:33]([O:35][CH3:36])=[O:34])[C:19]2[CH2:20][N:21]([CH:26]([CH2:30][CH2:31][CH3:32])[CH2:27][CH2:28][CH3:29])[C:22](=[O:25])[C:23]=2[CH:24]=1)(=[O:10])=[O:9].